This data is from Forward reaction prediction with 1.9M reactions from USPTO patents (1976-2016). The task is: Predict the product of the given reaction. (1) Given the reactants [OH:1][C:2]1[CH:3]=[C:4]([CH:7]=[CH:8][CH:9]=1)[CH:5]=[O:6].C([O-])([O-])=O.[K+].[K+].CN(C=O)C.I[CH2:22][CH2:23][CH3:24], predict the reaction product. The product is: [CH2:22]([O:1][C:2]1[CH:3]=[C:4]([CH:7]=[CH:8][CH:9]=1)[CH:5]=[O:6])[CH2:23][CH3:24]. (2) Given the reactants [F:1][C:2]1[CH:25]=[CH:24][C:5]([O:6][CH2:7][CH2:8][O:9][C:10]2[C:14]([C:15]3[CH:20]=[CH:19][C:18]([CH3:21])=[CH:17][CH:16]=3)=[C:13]([NH2:22])[N:12]([CH3:23])[N:11]=2)=[CH:4][CH:3]=1.[C:26]([C:30]1[CH:35]=[CH:34][C:33]([S:36](Cl)(=[O:38])=[O:37])=[CH:32][CH:31]=1)([CH3:29])([CH3:28])[CH3:27].[OH-:40].[K+], predict the reaction product. The product is: [C:26]([C:30]1[CH:35]=[CH:34][C:33]([S:36]([N:22]([S:36]([C:33]2[CH:34]=[CH:35][C:30]([C:26]([CH3:29])([CH3:28])[CH3:27])=[CH:31][CH:32]=2)(=[O:37])=[O:40])[C:13]2[N:12]([CH3:23])[N:11]=[C:10]([O:9][CH2:8][CH2:7][O:6][C:5]3[CH:4]=[CH:3][C:2]([F:1])=[CH:25][CH:24]=3)[C:14]=2[C:15]2[CH:20]=[CH:19][C:18]([CH3:21])=[CH:17][CH:16]=2)(=[O:38])=[O:37])=[CH:32][CH:31]=1)([CH3:29])([CH3:28])[CH3:27]. (3) Given the reactants [Si:1]([O:18][CH2:19][CH2:20][CH2:21][NH:22][CH2:23][C:24]1[CH:30]=[CH:29][CH:28]=[CH:27][C:25]=1[NH2:26])([C:14]([CH3:17])([CH3:16])[CH3:15])([C:8]1[CH:13]=[CH:12][CH:11]=[CH:10][CH:9]=1)[C:2]1[CH:7]=[CH:6][CH:5]=[CH:4][CH:3]=1.[S:31](N)(N)(=[O:33])=[O:32], predict the reaction product. The product is: [Si:1]([O:18][CH2:19][CH2:20][CH2:21][N:22]1[CH2:23][C:24]2[CH:30]=[CH:29][CH:28]=[CH:27][C:25]=2[NH:26][S:31]1(=[O:33])=[O:32])([C:14]([CH3:15])([CH3:16])[CH3:17])([C:2]1[CH:3]=[CH:4][CH:5]=[CH:6][CH:7]=1)[C:8]1[CH:13]=[CH:12][CH:11]=[CH:10][CH:9]=1.